From a dataset of TCR-epitope binding with 47,182 pairs between 192 epitopes and 23,139 TCRs. Binary Classification. Given a T-cell receptor sequence (or CDR3 region) and an epitope sequence, predict whether binding occurs between them. (1) The epitope is NLSALGIFST. The TCR CDR3 sequence is CASSSVLVSYNEQFF. Result: 0 (the TCR does not bind to the epitope). (2) The epitope is RLRAEAQVK. The TCR CDR3 sequence is CASSRGGGLYEQYF. Result: 1 (the TCR binds to the epitope). (3) The epitope is LPPAYTNSF. The TCR CDR3 sequence is CASSSSEGGGYQETQYF. Result: 1 (the TCR binds to the epitope). (4) The epitope is TEILPVSMTK. The TCR CDR3 sequence is CASSVDSALAGFGDTQYF. Result: 0 (the TCR does not bind to the epitope).